This data is from Reaction yield outcomes from USPTO patents with 853,638 reactions. The task is: Predict the reaction yield, written as a fraction of the theoretical maximum amount of product (1.0 means a 100% yield; for example, 0.34 means a 34% yield). (1) The reactants are [NH2:1][C:2]1[C:11]2[CH:10]=[CH:9][C:8]([F:12])=[C:7](Br)[C:6]=2[N:5]=[C:4]2[CH2:14][N:15]([CH:18]3[CH2:21][CH2:20][CH2:19]3)[C:16](=[O:17])[C:3]=12.[CH3:22][O:23][C:24]1[N:29]=[C:28]([O:30][CH3:31])[C:27](B2OC(C)(C)C(C)(C)O2)=[CH:26][N:25]=1. No catalyst specified. The product is [NH2:1][C:2]1[C:11]2[CH:10]=[CH:9][C:8]([F:12])=[C:7]([C:27]3[C:28]([O:30][CH3:31])=[N:29][C:24]([O:23][CH3:22])=[N:25][CH:26]=3)[C:6]=2[N:5]=[C:4]2[CH2:14][N:15]([CH:18]3[CH2:21][CH2:20][CH2:19]3)[C:16](=[O:17])[C:3]=12. The yield is 0.480. (2) The yield is 0.130. The catalyst is O1CCCC1. The reactants are [F:1][C:2]1[CH:7]=[CH:6][CH:5]=[CH:4][C:3]=1[C:8]1[NH:12][CH:11]=[C:10]([CH:13]=[O:14])[CH:9]=1.[O-]S(C(F)(F)[F:20])(=O)=O.ClC1C=CC=C(Cl)[N+]=1F.C(=O)([O-])O.[Na+]. The product is [F:20][C:9]1[C:10]([CH:13]=[O:14])=[CH:11][NH:12][C:8]=1[C:3]1[CH:4]=[CH:5][CH:6]=[CH:7][C:2]=1[F:1]. (3) The reactants are [O:1]1[CH:5]=[CH:4][CH:3]=[C:2]1[C:6]1[N:10]([CH3:11])[C:9](=O)[CH2:8][N:7]=1.COC1C=CC(P2(SP(C3C=CC(OC)=CC=3)(=S)S2)=[S:22])=CC=1.CCN(C(C)C)C(C)C.Cl[CH2:45][C:46]1[N:50]=[C:49]([C:51]2[CH:56]=[CH:55][CH:54]=[C:53]([Cl:57])[CH:52]=2)[O:48][N:47]=1. The catalyst is O1CCOCC1.C(OCC)(=O)C. The product is [Cl:57][C:53]1[CH:52]=[C:51]([C:49]2[O:48][N:47]=[C:46]([CH2:45][S:22][C:9]3[N:10]([CH3:11])[C:6]([C:2]4[O:1][CH:5]=[CH:4][CH:3]=4)=[N:7][CH:8]=3)[N:50]=2)[CH:56]=[CH:55][CH:54]=1. The yield is 0.110. (4) The reactants are [F:1][C:2]1[CH:3]=[C:4]([C:11](=[O:13])[CH3:12])[CH:5]=[C:6]([F:10])[C:7]=1[O:8]C.Br. The catalyst is O. The product is [F:1][C:2]1[CH:3]=[C:4]([C:11](=[O:13])[CH3:12])[CH:5]=[C:6]([F:10])[C:7]=1[OH:8]. The yield is 0.910. (5) The reactants are [C:1]([CH2:3][C:4]([O:6][CH2:7][CH3:8])=[O:5])#[N:2].[Cl-].[Mg+2].[Cl-].C(N(CC)CC)C.[C:19](Cl)(=[O:22])[CH2:20][CH3:21].Cl. The catalyst is C(#N)C. The product is [C:1]([CH:3]([C:19](=[O:22])[CH2:20][CH3:21])[C:4]([O:6][CH2:7][CH3:8])=[O:5])#[N:2]. The yield is 0.970. (6) The reactants are [C:1]1([C:8]2[CH:13]=[C:12]([C:14]([O:16][CH3:17])=[O:15])[CH:11]=[CH:10][C:9]=2[C:18]2[CH:23]=[CH:22][CH:21]=[C:20]([O:24][CH3:25])[CH:19]=2)[CH2:7][CH2:6][CH2:5][CH2:4][CH2:3][CH:2]=1. The catalyst is CCOC(C)=O.[Pd]. The product is [CH:1]1([C:8]2[CH:13]=[C:12]([C:14]([O:16][CH3:17])=[O:15])[CH:11]=[CH:10][C:9]=2[C:18]2[CH:23]=[CH:22][CH:21]=[C:20]([O:24][CH3:25])[CH:19]=2)[CH2:7][CH2:6][CH2:5][CH2:4][CH2:3][CH2:2]1. The yield is 0.990. (7) The reactants are [Cl:1][C:2]1[CH:7]=[CH:6][C:5]([C:8]2[CH:13]=[CH:12][CH:11]=[C:10]([CH2:14][O:15][C:16]3[CH:17]=[C:18]4[C:22](=[CH:23][CH:24]=3)[C:21](=[O:25])[N:20]([CH:26]3[CH2:30][CH2:29][CH2:28][CH2:27]3)[CH2:19]4)[CH:9]=2)=[CH:4][C:3]=1[C:31]([O:33]C)=[O:32].[Li+].[OH-]. The catalyst is O1CCCC1. The product is [Cl:1][C:2]1[CH:7]=[CH:6][C:5]([C:8]2[CH:13]=[CH:12][CH:11]=[C:10]([CH2:14][O:15][C:16]3[CH:17]=[C:18]4[C:22](=[CH:23][CH:24]=3)[C:21](=[O:25])[N:20]([CH:26]3[CH2:30][CH2:29][CH2:28][CH2:27]3)[CH2:19]4)[CH:9]=2)=[CH:4][C:3]=1[C:31]([OH:33])=[O:32]. The yield is 0.460.